From a dataset of Reaction yield outcomes from USPTO patents with 853,638 reactions. Predict the reaction yield, written as a fraction of the theoretical maximum amount of product (1.0 means a 100% yield; for example, 0.34 means a 34% yield). The reactants are P(Cl)(Cl)(Cl)=O.[F:6][C:7]1[C:13]([F:14])=[CH:12][CH:11]=[CH:10][C:8]=1[NH2:9].[Cl:15][CH2:16][CH2:17][CH2:18][CH2:19][O:20][C:21]1[CH:30]=[C:29]2[C:24]([C:25]([NH:31][C:32]3[CH:36]=[C:35]([CH2:37][C:38](O)=[O:39])[NH:34][N:33]=3)=[N:26][CH:27]=[N:28]2)=[CH:23][CH:22]=1.N1C=CC=CC=1. The catalyst is C(OCC)C.C(OCC)(=O)C. The product is [Cl:15][CH2:16][CH2:17][CH2:18][CH2:19][O:20][C:21]1[CH:30]=[C:29]2[C:24]([C:25]([NH:31][C:32]3[CH:36]=[C:35]([CH2:37][C:38]([NH:9][C:8]4[CH:10]=[CH:11][CH:12]=[C:13]([F:14])[C:7]=4[F:6])=[O:39])[NH:34][N:33]=3)=[N:26][CH:27]=[N:28]2)=[CH:23][CH:22]=1. The yield is 0.840.